Dataset: Full USPTO retrosynthesis dataset with 1.9M reactions from patents (1976-2016). Task: Predict the reactants needed to synthesize the given product. (1) The reactants are: [C:1]([O:5][C:6](=[O:19])[C:7]([S:10][C:11]1[S:12][CH:13]=[C:14]([CH2:16][CH2:17][OH:18])[N:15]=1)([CH3:9])[CH3:8])([CH3:4])([CH3:3])[CH3:2].[Br:20][C:21]1[CH:22]=[N:23][C:24](Cl)=[N:25][CH:26]=1.CC(C)([O-])C.[K+].O. Given the product [C:1]([O:5][C:6](=[O:19])[C:7]([S:10][C:11]1[S:12][CH:13]=[C:14]([CH2:16][CH2:17][O:18][C:24]2[N:25]=[CH:26][C:21]([Br:20])=[CH:22][N:23]=2)[N:15]=1)([CH3:9])[CH3:8])([CH3:2])([CH3:4])[CH3:3], predict the reactants needed to synthesize it. (2) Given the product [CH3:20][C:4]1[C:3](/[CH:1]=[CH:24]/[N+:21]([O-:23])=[O:22])=[CH:8][CH:7]=[CH:6][C:5]=1[NH:9][C:10](=[O:19])[O:11][CH2:12][C:13]1[CH:18]=[CH:17][CH:16]=[CH:15][CH:14]=1, predict the reactants needed to synthesize it. The reactants are: [CH:1]([C:3]1[C:4]([CH3:20])=[C:5]([NH:9][C:10](=[O:19])[O:11][CH2:12][C:13]2[CH:18]=[CH:17][CH:16]=[CH:15][CH:14]=2)[CH:6]=[CH:7][CH:8]=1)=O.[N+:21]([CH3:24])([O-:23])=[O:22].C([O-])(=O)C.[NH4+].C(O)(=O)C. (3) Given the product [CH3:28][NH:27][C:25]([NH:24][C:22]1[S:23][C:17]2[CH2:16][NH:15][CH2:20][CH2:19][C:18]=2[N:21]=1)=[O:26], predict the reactants needed to synthesize it. The reactants are: C(O)(C(F)(F)F)=O.C(OC([N:15]1[CH2:20][CH2:19][C:18]2[N:21]=[C:22]([NH:24][C:25]([NH:27][CH3:28])=[O:26])[S:23][C:17]=2[CH2:16]1)=O)(C)(C)C. (4) Given the product [C:41]([NH:1][C:2]1[CH:3]=[C:4]([C:27]2[CH:32]=[CH:31][C:30]([O:33][CH:34]3[CH2:35][CH2:36][N:37]([CH3:40])[CH2:38][CH2:39]3)=[CH:29][CH:28]=2)[CH:5]=[CH:6][C:7]=1[NH:8][C:9]([C:11]1[CH:12]=[C:13]([C:19]2[CH:24]=[CH:23][CH:22]=[C:21]([O:25][CH3:26])[CH:20]=2)[C:14]([O:17][CH3:18])=[CH:15][CH:16]=1)=[O:10])(=[O:43])[CH3:42], predict the reactants needed to synthesize it. The reactants are: [NH2:1][C:2]1[CH:3]=[C:4]([C:27]2[CH:32]=[CH:31][C:30]([O:33][CH:34]3[CH2:39][CH2:38][N:37]([CH3:40])[CH2:36][CH2:35]3)=[CH:29][CH:28]=2)[CH:5]=[CH:6][C:7]=1[NH:8][C:9]([C:11]1[CH:12]=[C:13]([C:19]2[CH:24]=[CH:23][CH:22]=[C:21]([O:25][CH3:26])[CH:20]=2)[C:14]([O:17][CH3:18])=[CH:15][CH:16]=1)=[O:10].[C:41](OC(=O)C)(=[O:43])[CH3:42]. (5) Given the product [ClH:1].[Cl:1][C:2]1[C:10]2[C:5](=[CH:6][C:7]([S:11]([NH:14][C@H:15]3[CH2:19][CH2:18][N:17]([C:20]4[C:21]([F:37])=[C:22]5[C:27](=[CH:28][CH:29]=4)[CH2:26][NH:25][CH2:24][CH2:23]5)[C:16]3=[O:38])(=[O:13])=[O:12])=[CH:8][CH:9]=2)[NH:4][CH:3]=1, predict the reactants needed to synthesize it. The reactants are: [Cl:1][C:2]1[C:10]2[C:5](=[CH:6][C:7]([S:11]([NH:14][C@H:15]3[CH2:19][CH2:18][N:17]([C:20]4[C:21]([F:37])=[C:22]5[C:27](=[CH:28][CH:29]=4)[CH2:26][N:25](C(OC(C)(C)C)=O)[CH2:24][CH2:23]5)[C:16]3=[O:38])(=[O:13])=[O:12])=[CH:8][CH:9]=2)[N:4]([Si](C(C)C)(C(C)C)C(C)C)[CH:3]=1.Cl. (6) Given the product [Br:23][C:24]1[CH:31]=[C:30]([N:32]([CH3:33])[CH3:34])[CH:29]=[CH:28][C:25]=1[CH2:26][NH:1][C:2]1[CH:3]=[C:4]2[C:9](=[CH:10][CH:11]=1)[N:8]=[CH:7][C:6]([C:12]#[N:13])=[C:5]2[NH:14][C:15]1[CH:20]=[CH:19][C:18]([F:21])=[C:17]([Cl:22])[CH:16]=1, predict the reactants needed to synthesize it. The reactants are: [NH2:1][C:2]1[CH:3]=[C:4]2[C:9](=[CH:10][CH:11]=1)[N:8]=[CH:7][C:6]([C:12]#[N:13])=[C:5]2[NH:14][C:15]1[CH:20]=[CH:19][C:18]([F:21])=[C:17]([Cl:22])[CH:16]=1.[Br:23][C:24]1[CH:31]=[C:30]([N:32]([CH3:34])[CH3:33])[CH:29]=[CH:28][C:25]=1[CH:26]=O.[BH3-]C#N.[Na+]. (7) Given the product [NH2:33][C:32]1[C:7]2[C:8]([C:12]3[CH:17]=[CH:16][CH:15]=[C:14]([NH:18][C:19]([NH:21][C:22]4[CH:27]=[CH:26][C:25]([C:28]([F:29])([F:30])[F:31])=[CH:24][CH:23]=4)=[O:20])[CH:13]=3)=[N:9][CH:10]=[N:11][C:6]=2[S:5][C:4]=1[C:1]([NH2:2])=[O:3], predict the reactants needed to synthesize it. The reactants are: [C:1]([CH2:4][S:5][C:6]1[N:11]=[CH:10][N:9]=[C:8]([C:12]2[CH:13]=[C:14]([NH:18][C:19]([NH:21][C:22]3[CH:27]=[CH:26][C:25]([C:28]([F:31])([F:30])[F:29])=[CH:24][CH:23]=3)=[O:20])[CH:15]=[CH:16][CH:17]=2)[C:7]=1[C:32]#[N:33])(=[O:3])[NH2:2].CC[O-].[Na+].Cl. (8) The reactants are: [CH:1]1C2C(=O)C3C(=CC=CC=3)C(=O)C=2C=CC=1.[C:17]([O:21][C:22]([NH:24][C@@H:25]([C:29]([O:31][CH2:32][CH2:33][NH:34][C:35]1[C:48]2[C:47](=[O:49])[C:46]3[C:41](=[CH:42][CH:43]=[CH:44][CH:45]=3)[C:40](=[O:50])[C:39]=2[CH:38]=[CH:37][CH:36]=1)=[O:30])[CH:26]([CH3:28])C)=[O:23])([CH3:20])([CH3:19])[CH3:18]. Given the product [C:17]([O:21][C:22]([N:24]1[CH2:1][CH2:28][CH2:26][C@H:25]1[C:29]([O:31][CH2:32][CH2:33][NH:34][C:35]1[C:48]2[C:47](=[O:49])[C:46]3[C:41](=[CH:42][CH:43]=[CH:44][CH:45]=3)[C:40](=[O:50])[C:39]=2[CH:38]=[CH:37][CH:36]=1)=[O:30])=[O:23])([CH3:20])([CH3:18])[CH3:19], predict the reactants needed to synthesize it. (9) The reactants are: [CH3:1][C:2]1([C:7]2[N:8]=[C:9]([CH2:12][N:13]3[CH:17]=[CH:16][C:15]([NH2:18])=[N:14]3)[S:10][CH:11]=2)[O:6]CCO1.[CH3:19][C:20]1[O:21][C:22]([C:28]2[CH:33]=[CH:32][CH:31]=[C:30]([C:34]([F:37])([F:36])[F:35])[CH:29]=2)=[C:23]([C:25](O)=[O:26])[N:24]=1. Given the product [C:2]([C:7]1[N:8]=[C:9]([CH2:12][N:13]2[CH:17]=[CH:16][C:15]([NH:18][C:25]([C:23]3[N:24]=[C:20]([CH3:19])[O:21][C:22]=3[C:28]3[CH:33]=[CH:32][CH:31]=[C:30]([C:34]([F:37])([F:35])[F:36])[CH:29]=3)=[O:26])=[N:14]2)[S:10][CH:11]=1)(=[O:6])[CH3:1], predict the reactants needed to synthesize it.